From a dataset of Reaction yield outcomes from USPTO patents with 853,638 reactions. Predict the reaction yield, written as a fraction of the theoretical maximum amount of product (1.0 means a 100% yield; for example, 0.34 means a 34% yield). (1) The reactants are Cl[C:2]1[C:7]([N+:8]([O-:10])=[O:9])=[C:6]([CH3:11])[CH:5]=[CH:4][N:3]=1.Cl.[CH2:13]([O:20][C:21]1[CH:27]=[CH:26][C:24]([NH2:25])=[CH:23][CH:22]=1)[C:14]1[CH:19]=[CH:18][CH:17]=[CH:16][CH:15]=1.CCN(C(C)C)C(C)C.O. The catalyst is CS(C)=O. The product is [CH2:13]([O:20][C:21]1[CH:22]=[CH:23][C:24]([NH:25][C:2]2[C:7]([N+:8]([O-:10])=[O:9])=[C:6]([CH3:11])[CH:5]=[CH:4][N:3]=2)=[CH:26][CH:27]=1)[C:14]1[CH:15]=[CH:16][CH:17]=[CH:18][CH:19]=1. The yield is 0.930. (2) The reactants are C(=O)([O-])[O-].[Cs+].[Cs+].Br[C:8]1[C:17]2[C:12](=[CH:13][CH:14]=[CH:15][CH:16]=2)[CH:11]=[CH:10][CH:9]=1.[CH2:18]([N:25]1[CH2:30][CH2:29][NH:28][CH2:27][CH2:26]1)[C:19]1[CH:24]=[CH:23][CH:22]=[CH:21][CH:20]=1.C1(C)C=CC=CC=1. The catalyst is C(OCC)C.C([O-])(=O)C.[Pd+2].C([O-])(=O)C.C1C=CC(P(C2C(C3C(P(C4C=CC=CC=4)C4C=CC=CC=4)=CC=C4C=3C=CC=C4)=C3C(C=CC=C3)=CC=2)C2C=CC=CC=2)=CC=1. The product is [CH2:18]([N:25]1[CH2:30][CH2:29][N:28]([C:8]2[C:17]3[C:12](=[CH:13][CH:14]=[CH:15][CH:16]=3)[CH:11]=[CH:10][CH:9]=2)[CH2:27][CH2:26]1)[C:19]1[CH:20]=[CH:21][CH:22]=[CH:23][CH:24]=1. The yield is 0.570.